Dataset: Peptide-MHC class II binding affinity with 134,281 pairs from IEDB. Task: Regression. Given a peptide amino acid sequence and an MHC pseudo amino acid sequence, predict their binding affinity value. This is MHC class II binding data. (1) The peptide sequence is EAIIRILQQLLFIHFRIGCQHSR. The MHC is HLA-DQA10103-DQB10603 with pseudo-sequence HLA-DQA10103-DQB10603. The binding affinity (normalized) is 0.0457. (2) The MHC is DRB1_1302 with pseudo-sequence DRB1_1302. The peptide sequence is LRAHRLHQLAFDTYQ. The binding affinity (normalized) is 0.174. (3) The peptide sequence is TFGAASNKAFAEGLS. The MHC is HLA-DPA10103-DPB10201 with pseudo-sequence HLA-DPA10103-DPB10201. The binding affinity (normalized) is 0.574. (4) The peptide sequence is EYARPGLISSIIRSL. The MHC is DRB1_0101 with pseudo-sequence DRB1_0101. The binding affinity (normalized) is 0.852. (5) The peptide sequence is KQKLALGGSIAVKIT. The MHC is DRB5_0101 with pseudo-sequence DRB5_0101. The binding affinity (normalized) is 0.638. (6) The binding affinity (normalized) is 0. The peptide sequence is EQEILNYMSPHHKKLHHHHHH. The MHC is HLA-DQA10501-DQB10302 with pseudo-sequence HLA-DQA10501-DQB10302. (7) The MHC is DRB1_0901 with pseudo-sequence DRB1_0901. The binding affinity (normalized) is 0.975. The peptide sequence is NYSLSAAVKAGATLL. (8) The peptide sequence is VSSAVPTSWVPQGRT. The MHC is HLA-DQA10103-DQB10603 with pseudo-sequence HLA-DQA10103-DQB10603. The binding affinity (normalized) is 0.583. (9) The peptide sequence is LVGPTPINIIGRNLLTQIGC. The MHC is DRB1_0901 with pseudo-sequence DRB1_0901. The binding affinity (normalized) is 0.